From a dataset of Full USPTO retrosynthesis dataset with 1.9M reactions from patents (1976-2016). Predict the reactants needed to synthesize the given product. (1) Given the product [F:29][C:2]([F:1])([F:28])[C:3]([C:9]1[CH:10]=[C:11]2[C:15](=[CH:16][CH:17]=1)[N:14]([CH:18]([C:21]1[CH:26]=[CH:25][CH:24]=[CH:23][CH:22]=1)[CH2:19][OH:20])[C:13]([CH3:27])=[CH:12]2)([OH:8])[C:4]([F:7])([F:6])[F:5], predict the reactants needed to synthesize it. The reactants are: [F:1][C:2]([F:29])([F:28])[C:3]([C:9]1[CH:10]=[C:11]2[C:15](=[CH:16][CH:17]=1)[N:14]([CH:18]([C:21]1[CH:26]=[CH:25][CH:24]=[CH:23][CH:22]=1)[CH2:19][OH:20])[CH:13]([CH3:27])[CH2:12]2)([OH:8])[C:4]([F:7])([F:6])[F:5].O1CCOCC1.C(C1C(=O)C(Cl)=C(Cl)C(=O)C=1C#N)#N.[NH4+].[Cl-]. (2) Given the product [ClH:41].[NH2:7][CH:8]([CH2:9][C:10]1[CH:11]=[CH:12][C:13]([O:16][C:17]2[CH:22]=[CH:21][C:20]([CH:23]=[C:24]3[C:32]4[C:27](=[CH:28][CH:29]=[CH:30][CH:31]=4)[NH:26][C:25]3=[O:33])=[CH:19][CH:18]=2)=[CH:14][CH:15]=1)[C:34]([N:35]([CH3:37])[CH3:36])=[O:38], predict the reactants needed to synthesize it. The reactants are: C(OC(=O)[NH:7][CH:8]([C:34](=[O:38])[N:35]([CH3:37])[CH3:36])[CH2:9][C:10]1[CH:15]=[CH:14][C:13]([O:16][C:17]2[CH:22]=[CH:21][C:20]([CH:23]=[C:24]3[C:32]4[C:27](=[CH:28][CH:29]=[CH:30][CH:31]=4)[NH:26][C:25]3=[O:33])=[CH:19][CH:18]=2)=[CH:12][CH:11]=1)(C)(C)C.C(Cl)[Cl:41]. (3) Given the product [CH2:29]([S:28][C:18]1[CH:19]=[C:20]([S:23][C:24]([F:27])([F:25])[F:26])[CH:21]=[CH:22][C:17]=1[C:3]1[N:2]([CH3:1])[C:6]2=[N:7][CH:8]=[C:9]([S:11][C:12]([F:13])([F:15])[F:14])[CH:10]=[C:5]2[N:4]=1)[CH3:30], predict the reactants needed to synthesize it. The reactants are: [CH3:1][N:2]1[C:6]2=[N:7][CH:8]=[C:9]([S:11][C:12]([F:15])([F:14])[F:13])[CH:10]=[C:5]2[N:4]=[CH:3]1.Br[C:17]1[CH:22]=[CH:21][C:20]([S:23][C:24]([F:27])([F:26])[F:25])=[CH:19][C:18]=1[S:28][CH2:29][CH3:30].C(=O)([O-])[O-].[K+].[K+].C1(C)C=CC=CC=1. (4) Given the product [C:1]([C:5]1[CH:15]=[CH:14][CH:13]=[CH:12][C:6]=1[O:7][CH:8]1[CH2:9][N:10]([S:22]([C:16]2[CH:21]=[CH:20][CH:19]=[CH:18][CH:17]=2)(=[O:24])=[O:23])[CH2:11]1)([CH3:4])([CH3:2])[CH3:3], predict the reactants needed to synthesize it. The reactants are: [C:1]([C:5]1[CH:15]=[CH:14][CH:13]=[CH:12][C:6]=1[O:7][CH:8]1[CH2:11][NH:10][CH2:9]1)([CH3:4])([CH3:3])[CH3:2].[C:16]1([S:22](Cl)(=[O:24])=[O:23])[CH:21]=[CH:20][CH:19]=[CH:18][CH:17]=1.